The task is: Predict the reactants needed to synthesize the given product.. This data is from Full USPTO retrosynthesis dataset with 1.9M reactions from patents (1976-2016). (1) Given the product [C:1]([C:5]1[CH:6]=[CH:7][C:8](/[CH:11]=[CH:12]/[C:13]([NH:15][C:16]2[CH:17]=[C:18]([CH:19]=[CH:20][CH:21]=2)[O:22][CH2:29][C:30]([OH:32])=[O:31])=[O:14])=[CH:9][CH:10]=1)([CH3:4])([CH3:2])[CH3:3], predict the reactants needed to synthesize it. The reactants are: [C:1]([C:5]1[CH:10]=[CH:9][C:8](/[CH:11]=[CH:12]/[C:13]([NH:15][C:16]2[CH:21]=[CH:20][CH:19]=[C:18]([OH:22])[CH:17]=2)=[O:14])=[CH:7][CH:6]=1)([CH3:4])([CH3:3])[CH3:2].C1COCC1.Br[CH2:29][C:30]([O:32]C(C)(C)C)=[O:31]. (2) Given the product [CH2:18]([N:5]1[C@H:4]([CH2:1][C:2]#[CH:3])[CH2:8][O:7][C:6]1=[O:9])[CH:17]=[CH2:16], predict the reactants needed to synthesize it. The reactants are: [CH2:1]([C@@H:4]1[CH2:8][O:7][C:6](=[O:9])[NH:5]1)[C:2]#[CH:3].C([O-])([O-])=O.[Cs+].[Cs+].[CH2:16](Br)[CH:17]=[CH2:18]. (3) Given the product [CH:20]([C:18]1[CH:19]=[C:14]([CH:13]([CH3:38])[C:42]([OH:45])=[O:44])[CH:15]=[C:16]([CH:35]([CH3:36])[CH3:37])[C:17]=1[O:23][C:24]1[CH:29]=[CH:28][C:27]([N+:30]([O-:32])=[O:31])=[C:26]([O:33][CH3:34])[CH:25]=1)([CH3:21])[CH3:22], predict the reactants needed to synthesize it. The reactants are: S(=O)(=O)(O)O.C(O[C:13](CC)([CH2:38]C)[C:14]1[CH:19]=[C:18]([CH:20]([CH3:22])[CH3:21])[C:17]([O:23][C:24]2[CH:29]=[CH:28][C:27]([N+:30]([O-:32])=[O:31])=[C:26]([O:33][CH3:34])[CH:25]=2)=[C:16]([CH:35]([CH3:37])[CH3:36])[CH:15]=1)(=O)CC([O-])=O.[C:42]([OH:45])(=[O:44])C. (4) Given the product [CH:29]1([C:32]2[N:37]=[CH:36][C:35]([CH2:38][N:15]=[N+:16]=[N-:17])=[CH:34][CH:33]=2)[CH2:31][CH2:30]1, predict the reactants needed to synthesize it. The reactants are: C1(P([N:15]=[N+:16]=[N-:17])(C2C=CC=CC=2)=O)C=CC=CC=1.N12CCCN=C1CCCCC2.[CH:29]1([C:32]2[N:37]=[CH:36][C:35]([CH2:38]O)=[CH:34][CH:33]=2)[CH2:31][CH2:30]1.